Dataset: Forward reaction prediction with 1.9M reactions from USPTO patents (1976-2016). Task: Predict the product of the given reaction. (1) Given the reactants [C:1]1(B(O)O)[CH:6]=[CH:5][CH:4]=[CH:3][CH:2]=1.C([O-])([O-])=O.[Na+].[Na+].Br[C:17]1[CH:18]=[C:19]([CH:21]=[CH:22][CH:23]=1)[NH2:20], predict the reaction product. The product is: [C:1]1([C:17]2[CH:18]=[C:19]([CH:21]=[CH:22][CH:23]=2)[NH2:20])[CH:6]=[CH:5][CH:4]=[CH:3][CH:2]=1. (2) Given the reactants [CH3:1][N:2]1[C:11](=[O:12])[C:10]2[C:5](=[CH:6][CH:7]=[C:8]([O:13][C:14]3[CH:19]=[CH:18][C:17]([N+:20]([O-])=O)=[CH:16][CH:15]=3)[CH:9]=2)[N:4]=[CH:3]1.[H][H], predict the reaction product. The product is: [NH2:20][C:17]1[CH:18]=[CH:19][C:14]([O:13][C:8]2[CH:9]=[C:10]3[C:5](=[CH:6][CH:7]=2)[N:4]=[CH:3][N:2]([CH3:1])[C:11]3=[O:12])=[CH:15][CH:16]=1. (3) Given the reactants [F:1][C:2]1[CH:3]=[C:4]([CH:6]=[C:7]([C:9]2[S:13][CH:12]=[N:11][CH:10]=2)[CH:8]=1)[NH2:5].Cl[C:15]1[N:20]=[C:19]([C:21]([F:24])([F:23])[F:22])[CH:18]=[CH:17][N:16]=1.CC1(C)C2C(=C(P(C3C=CC=CC=3)C3C=CC=CC=3)C=CC=2)OC2C(P(C3C=CC=CC=3)C3C=CC=CC=3)=CC=CC1=2.C(=O)([O-])[O-].[Cs+].[Cs+], predict the reaction product. The product is: [F:1][C:2]1[CH:3]=[C:4]([NH:5][C:15]2[N:20]=[C:19]([C:21]([F:24])([F:23])[F:22])[CH:18]=[CH:17][N:16]=2)[CH:6]=[C:7]([C:9]2[S:13][CH:12]=[N:11][CH:10]=2)[CH:8]=1.